Predict which catalyst facilitates the given reaction. From a dataset of Catalyst prediction with 721,799 reactions and 888 catalyst types from USPTO. (1) Reactant: [CH:1]1([C:4]2[N:5]=[C:6]3[CH:11]=[CH:10][C:9]([N+:12]([O-])=O)=[CH:8][N:7]3[C:15]=2[CH3:16])[CH2:3][CH2:2]1.[N:17]1[CH:22]=[CH:21][CH:20]=[CH:19][C:18]=1[C:23]1[CH:28]=[CH:27][C:26]([C:29](O)=[O:30])=[CH:25][CH:24]=1.[ClH:32].C(OCC)(=O)C. Product: [ClH:32].[CH:1]1([C:4]2[N:5]=[C:6]3[CH:11]=[CH:10][C:9]([NH:12][C:29](=[O:30])[C:26]4[CH:27]=[CH:28][C:23]([C:18]5[CH:19]=[CH:20][CH:21]=[CH:22][N:17]=5)=[CH:24][CH:25]=4)=[CH:8][N:7]3[C:15]=2[CH3:16])[CH2:3][CH2:2]1. The catalyst class is: 13. (2) Reactant: [CH2:1]1[C:9]2[C:4](=[CH:5][C:6]([NH:10][C:11]3[NH:16][C:15](=[O:17])[N:14]([CH2:18][CH:19]4[CH2:24][CH2:23][NH:22][CH2:21][CH2:20]4)[C:13](=[O:25])[CH:12]=3)=[CH:7][CH:8]=2)[CH2:3][CH2:2]1.[CH3:26][C:27]1[O:31][N:30]=[CH:29][C:28]=1[C:32](O)=[O:33].F[P-](F)(F)(F)(F)F.C(N(CC)C(C)C)(C)C. Product: [CH2:1]1[C:9]2[C:4](=[CH:5][C:6]([NH:10][C:11]3[NH:16][C:15](=[O:17])[N:14]([CH2:18][CH:19]4[CH2:24][CH2:23][N:22]([C:32]([C:28]5[CH:29]=[N:30][O:31][C:27]=5[CH3:26])=[O:33])[CH2:21][CH2:20]4)[C:13](=[O:25])[CH:12]=3)=[CH:7][CH:8]=2)[CH2:3][CH2:2]1. The catalyst class is: 30. (3) Reactant: [NH2:1][C:2]1[C:3]([NH:12][CH2:13][CH:14]2[CH2:16][CH2:15]2)=[N:4][CH:5]=[C:6]([CH:11]=1)[C:7]([O:9]C)=O.CC[N:19]([CH:23]([CH3:25])C)[CH:20]([CH3:22])C.[CH2:26]([O:28][C:29]1[CH:34]=[CH:33][C:32]([CH2:35][C:36](O)=O)=[CH:31][CH:30]=1)[CH3:27].CN(C(ON1N=NC2C=CC=NC1=2)=[N+](C)C)C.F[P-](F)(F)(F)(F)F. Product: [CH:14]1([CH2:13][N:12]2[C:3]3=[N:4][CH:5]=[C:6]([C:7]([N:19]([CH2:20][CH3:22])[CH2:23][CH3:25])=[O:9])[CH:11]=[C:2]3[N:1]=[C:36]2[CH2:35][C:32]2[CH:33]=[CH:34][C:29]([O:28][CH2:26][CH3:27])=[CH:30][CH:31]=2)[CH2:16][CH2:15]1. The catalyst class is: 3. (4) Reactant: [NH2:1][C:2]1[CH:3]=[C:4]([CH:9]=[C:10]([O:12][C:13]2[CH:22]=[CH:21][C:20]3[CH2:19][CH2:18][C@H:17]([N:23]([C:34]([O:36][C:37]([CH3:40])([CH3:39])[CH3:38])=[O:35])[CH2:24][C@@H:25]([C:27]4[CH:32]=[CH:31][CH:30]=[C:29]([Cl:33])[CH:28]=4)[OH:26])[CH2:16][C:15]=3[CH:14]=2)[CH:11]=1)[C:5]([O:7][CH3:8])=[O:6].N1C=CC=CC=1.[C:47](OC(=O)C)(=[O:49])[CH3:48].O. Product: [C:47]([NH:1][C:2]1[CH:3]=[C:4]([CH:9]=[C:10]([O:12][C:13]2[CH:22]=[CH:21][C:20]3[CH2:19][CH2:18][C@H:17]([N:23]([C:34]([O:36][C:37]([CH3:40])([CH3:39])[CH3:38])=[O:35])[CH2:24][C@@H:25]([C:27]4[CH:32]=[CH:31][CH:30]=[C:29]([Cl:33])[CH:28]=4)[OH:26])[CH2:16][C:15]=3[CH:14]=2)[CH:11]=1)[C:5]([O:7][CH3:8])=[O:6])(=[O:49])[CH3:48]. The catalyst class is: 4.